From a dataset of Catalyst prediction with 721,799 reactions and 888 catalyst types from USPTO. Predict which catalyst facilitates the given reaction. (1) Reactant: [F:1][B-:2]([F:5])([F:4])[F:3].[C:6]([NH:9][C:10]([C:18]([O:20][CH3:21])=[O:19])=[CH:11][C:12]1[CH:13]=[NH+:14][CH:15]=[CH:16][CH:17]=1)(=[O:8])[CH3:7].F[B-](F)(F)F.[H+].O=O.[H][H]. Product: [F:1][B-:2]([F:5])([F:4])[F:3].[C:6]([NH:9][C@H:10]([C:18]([O:20][CH3:21])=[O:19])[CH2:11][C:12]1[CH:13]=[NH+:14][CH:15]=[CH:16][CH:17]=1)(=[O:8])[CH3:7]. The catalyst class is: 5. (2) Reactant: [Mn]([O-])(=O)(=O)=[O:2].[K+].[O:7]([C:14]1[CH:15]=[CH:16][C:17]([CH2:20][OH:21])=[N:18][CH:19]=1)[C:8]1[CH:13]=[CH:12][CH:11]=[CH:10][CH:9]=1. Product: [O:7]([C:14]1[CH:15]=[CH:16][C:17]([C:20]([OH:2])=[O:21])=[N:18][CH:19]=1)[C:8]1[CH:13]=[CH:12][CH:11]=[CH:10][CH:9]=1. The catalyst class is: 21. (3) Reactant: [C:1]([NH:5][C:6]1[O:7][C:8]([C:11]2[CH:12]=[C:13]3[C:17](=[CH:18][CH:19]=2)[N:16]([S:20]([C:23]2[CH:29]=[CH:28][C:26]([CH3:27])=[CH:25][CH:24]=2)(=[O:22])=[O:21])[CH:15]=[C:14]3B2OC(C)(C)C(C)(C)O2)=[N:9][N:10]=1)([CH3:4])([CH3:3])[CH3:2].Br[C:40]1[N:45]=[C:44]([CH:46]2[CH2:48][CH2:47]2)[CH:43]=[CH:42][N:41]=1.P([O-])([O-])([O-])=O.[K+].[K+].[K+].C1(P(C2CCCCC2)C2C=CC=CC=2C2C(C(C)C)=CC(C(C)C)=CC=2C(C)C)CCCCC1. Product: [C:1]([NH:5][C:6]1[O:7][C:8]([C:11]2[CH:12]=[C:13]3[C:17](=[CH:18][CH:19]=2)[N:16]([S:20]([C:23]2[CH:29]=[CH:28][C:26]([CH3:27])=[CH:25][CH:24]=2)(=[O:22])=[O:21])[CH:15]=[C:14]3[C:40]2[N:45]=[C:44]([CH:46]3[CH2:48][CH2:47]3)[CH:43]=[CH:42][N:41]=2)=[N:9][N:10]=1)([CH3:4])([CH3:2])[CH3:3]. The catalyst class is: 110. (4) Reactant: CCCC[N+](CCCC)(CCCC)CCCC.[F-].[C:19]1([C:25]2=[CH:26][C:27]3[C:28]([CH:33]([O:36][Si](C(C)C)(C(C)C)C(C)C)[CH2:34][CH2:35]2)=[N:29][CH:30]=[CH:31][CH:32]=3)[CH:24]=[CH:23][CH:22]=[CH:21][CH:20]=1. Product: [C:19]1([C:25]2=[CH:26][C:27]3[C:28]([CH:33]([OH:36])[CH2:34][CH2:35]2)=[N:29][CH:30]=[CH:31][CH:32]=3)[CH:24]=[CH:23][CH:22]=[CH:21][CH:20]=1. The catalyst class is: 1. (5) Reactant: [Br:1][C:2]1[C:11]2[O:10][CH:9]([CH:12]([CH3:14])[CH3:13])[C:8](=[O:15])[N:7]([CH2:16][C:17](O)=[O:18])[C:6]=2[CH:5]=[C:4]([O:20][CH3:21])[CH:3]=1.CN.CO.F[P-](F)(F)(F)(F)F.[CH3:33][N+:34](C)=C(N(C)C)ON1C2N=CC=CC=2N=N1. Product: [Br:1][C:2]1[C:11]2[O:10][CH:9]([CH:12]([CH3:14])[CH3:13])[C:8](=[O:15])[N:7]([CH2:16][C:17]([NH:34][CH3:33])=[O:18])[C:6]=2[CH:5]=[C:4]([O:20][CH3:21])[CH:3]=1. The catalyst class is: 9. (6) Reactant: [OH:1][C@H:2]([C@H:10]1[O:15][CH2:14][CH2:13][N:12]([C:16]2[CH:21]=[CH:20][CH:19]=[C:18]([C:22]([F:25])([F:24])[F:23])[N:17]=2)[C:11]1=[O:26])[C:3]([O:5][C:6]([CH3:9])([CH3:8])[CH3:7])=[O:4].[Li+].[CH3:28][CH:29]([N-]C(C)C)C.C(Br)C. Product: [CH2:28]([C@:10]1([C@@H:2]([OH:1])[C:3]([O:5][C:6]([CH3:8])([CH3:7])[CH3:9])=[O:4])[O:15][CH2:14][CH2:13][N:12]([C:16]2[CH:21]=[CH:20][CH:19]=[C:18]([C:22]([F:23])([F:25])[F:24])[N:17]=2)[C:11]1=[O:26])[CH3:29]. The catalyst class is: 1. (7) Reactant: [C:1]([C:8]1([OH:16])[CH2:13][CH2:12][N:11](CN)[CH2:10][CH2:9]1)([O:3][C:4]([CH3:7])([CH3:6])[CH3:5])=[O:2].[C:17](Cl)([O:19][CH2:20][C:21]1[CH:26]=[CH:25][CH:24]=[CH:23][CH:22]=1)=[O:18].[CH2:28]([N:30](CC)CC)C. Product: [C:1]([C:8]1([OH:16])[CH2:9][CH2:10][N:11]([C:17]([O:19][CH2:20][C:21]2[CH:26]=[CH:25][CH:24]=[CH:23][CH:22]=2)=[O:18])[CH:12]([CH2:28][NH2:30])[CH2:13]1)([O:3][C:4]([CH3:5])([CH3:6])[CH3:7])=[O:2]. The catalyst class is: 2.